From a dataset of Reaction yield outcomes from USPTO patents with 853,638 reactions. Predict the reaction yield, written as a fraction of the theoretical maximum amount of product (1.0 means a 100% yield; for example, 0.34 means a 34% yield). (1) The reactants are [NH2:1][C:2]1[CH:7]=[CH:6][N:5]=[CH:4][CH:3]=1.[H-].[Li+].CS[C:12]1[N:13]=[CH:14][C:15]2[CH:21]=[C:20]([C:22]3[CH:27]=[C:26]([O:28][CH3:29])[CH:25]=[C:24]([O:30][CH3:31])[CH:23]=3)[C:19](=[O:32])[N:18]([CH2:33][CH3:34])[C:16]=2[N:17]=1.[ClH:35]. The catalyst is O1CCCC1.O.C(#N)C. The product is [ClH:35].[N:5]1[CH:6]=[CH:7][C:2]([NH:1][C:12]2[N:13]=[CH:14][C:15]3[CH:21]=[C:20]([C:22]4[CH:23]=[C:24]([O:30][CH3:31])[CH:25]=[C:26]([O:28][CH3:29])[CH:27]=4)[C:19](=[O:32])[N:18]([CH2:33][CH3:34])[C:16]=3[N:17]=2)=[CH:3][CH:4]=1. The yield is 0.920. (2) The reactants are [CH3:1][CH:2]([OH:4])[CH3:3].[H-].[Na+].[F:7][C:8]1[CH:9]=[C:10]([CH:13]=[C:14]([F:16])[CH:15]=1)[CH2:11]Br. The catalyst is CN(C=O)C. The product is [F:7][C:8]1[CH:9]=[C:10]([CH2:11][O:4][CH:2]([CH3:3])[CH3:1])[CH:13]=[C:14]([F:16])[CH:15]=1. The yield is 0.540. (3) The reactants are C(N(CC)CC)C.[Cl:8][C:9]1[CH:17]=[CH:16][CH:15]=[C:14]2[C:10]=1[C:11]([CH:25]=[O:26])=[CH:12][N:13]2C(OC(C)(C)C)=O.[CH:27](=[N:34][C:35]1[CH:40]=[CH:39][CH:38]=[C:37]([O:41][CH3:42])[CH:36]=1)[C:28]1[CH:33]=[CH:32][CH:31]=[CH:30][CH:29]=1. The catalyst is [Cl-].C([N+]1C(C)=C(CCO)SC=1)C1C=CC=CC=1.C(O)C. The product is [Cl:8][C:9]1[CH:17]=[CH:16][CH:15]=[C:14]2[C:10]=1[C:11]([C:25](=[O:26])[CH:27]([NH:34][C:35]1[CH:40]=[CH:39][CH:38]=[C:37]([O:41][CH3:42])[CH:36]=1)[C:28]1[CH:29]=[CH:30][CH:31]=[CH:32][CH:33]=1)=[CH:12][NH:13]2. The yield is 0.0100. (4) The reactants are Cl[C:2]1[CH:7]=[CH:6][N:5]=[C:4]([NH2:8])[C:3]=1[N+:9]([O-:11])=[O:10].C([Sn](CCCC)(CCCC)[C:17]1[CH:22]=[CH:21][CH:20]=[CH:19][N:18]=1)CCC. The catalyst is C1(C)C=CC=CC=1.O.[Cl-].[Na+].O.Cl[Pd](Cl)([P](C1C=CC=CC=1)(C1C=CC=CC=1)C1C=CC=CC=1)[P](C1C=CC=CC=1)(C1C=CC=CC=1)C1C=CC=CC=1. The product is [N+:9]([C:3]1[C:4]([NH2:8])=[N:5][CH:6]=[CH:7][C:2]=1[C:17]1[CH:22]=[CH:21][CH:20]=[CH:19][N:18]=1)([O-:11])=[O:10]. The yield is 0.256. (5) The reactants are [Br:1][C:2]1[CH:7]=[N:6][C:5]([O:8][CH3:9])=[C:4]2[NH:10][CH:11]=[CH:12][C:3]=12.[H-].[Na+].[CH3:15][C:16]1[CH:21]=[CH:20][C:19]([S:22](Cl)(=[O:24])=[O:23])=[CH:18][CH:17]=1. The catalyst is CN(C)C=O. The product is [Br:1][C:2]1[CH:7]=[N:6][C:5]([O:8][CH3:9])=[C:4]2[N:10]([S:22]([C:19]3[CH:20]=[CH:21][C:16]([CH3:15])=[CH:17][CH:18]=3)(=[O:24])=[O:23])[CH:11]=[CH:12][C:3]=12. The yield is 1.00. (6) The catalyst is CCO. The reactants are [NH2:1][CH2:2][C:3]1[CH:8]=[CH:7][O:6][CH2:5][CH:4]=1.[CH2:9]([N:11]([C:15]1[CH:20]=[CH:19][C:18](F)=[C:17]([N+:22]([O-:24])=[O:23])[CH:16]=1)[C:12](=[O:14])[CH3:13])[CH3:10].C(=O)([O-])[O-].[Na+].[Na+]. The product is [CH2:9]([N:11]([C:15]1[CH:20]=[CH:19][C:18]([NH:1][CH2:2][CH:3]2[CH2:4][CH2:5][O:6][CH2:7][CH2:8]2)=[C:17]([N+:22]([O-:24])=[O:23])[CH:16]=1)[C:12](=[O:14])[CH3:13])[CH3:10]. The yield is 0.850. (7) The reactants are [F:1][C:2]1[CH:10]=[C:9]2[C:5]([C:6]([C:20]3[CH:21]=[N:22][N:23]([CH2:25][CH:26]4[CH2:31][CH2:30][NH:29][CH2:28][CH2:27]4)[CH:24]=3)=[CH:7][N:8]2[S:11]([C:14]2[CH:19]=[CH:18][CH:17]=[CH:16][CH:15]=2)(=[O:13])=[O:12])=[CH:4][CH:3]=1.C([O-])([O-])=O.[K+].[K+].[F:38][C:39]([F:44])([F:43])[CH:40]1[CH2:42][O:41]1.O. The yield is 0.470. The product is [F:38][C:39]([F:44])([F:43])[CH:40]([OH:41])[CH2:42][N:29]1[CH2:30][CH2:31][CH:26]([CH2:25][N:23]2[CH:24]=[C:20]([C:6]3[C:5]4[C:9](=[CH:10][C:2]([F:1])=[CH:3][CH:4]=4)[N:8]([S:11]([C:14]4[CH:15]=[CH:16][CH:17]=[CH:18][CH:19]=4)(=[O:12])=[O:13])[CH:7]=3)[CH:21]=[N:22]2)[CH2:27][CH2:28]1. The catalyst is CN(C=O)C.